This data is from Catalyst prediction with 721,799 reactions and 888 catalyst types from USPTO. The task is: Predict which catalyst facilitates the given reaction. (1) Reactant: C(OC([N:8]1[CH2:13][CH2:12][CH:11]([C:14]([NH:16][C:17]2[CH:18]=[C:19]([C:23]3[N:28]=[C:27]([C:29]4[C:30]([O:37][CH3:38])=[N:31][C:32]([O:35][CH3:36])=[N:33][CH:34]=4)[CH:26]=[C:25](Cl)[N:24]=3)[CH:20]=[CH:21][CH:22]=2)=[O:15])[CH2:10][CH2:9]1)=O)(C)(C)C.[NH:40]1[CH2:45][CH2:44][O:43][CH2:42][CH2:41]1. Product: [CH3:36][O:35][C:32]1[N:31]=[C:30]([O:37][CH3:38])[C:29]([C:27]2[CH:26]=[C:25]([N:40]3[CH2:45][CH2:44][O:43][CH2:42][CH2:41]3)[N:24]=[C:23]([C:19]3[CH:20]=[CH:21][CH:22]=[C:17]([NH:16][C:14]([CH:11]4[CH2:12][CH2:13][NH:8][CH2:9][CH2:10]4)=[O:15])[CH:18]=3)[N:28]=2)=[CH:34][N:33]=1. The catalyst class is: 10. (2) Reactant: [N+:1]([C:4]1[CH:9]=[CH:8][C:7]([NH:10][CH:11]2[CH2:16][CH2:15][CH:14]([OH:17])[CH2:13][CH2:12]2)=[CH:6][C:5]=1[C:18]([F:21])([F:20])[F:19])([O-:3])=[O:2].[H-].[Na+].[C:24]([O:28][C:29](=[O:32])[CH2:30]Br)([CH3:27])([CH3:26])[CH3:25]. Product: [C:24]([O:28][C:29](=[O:32])[CH2:30][O:17][CH:14]1[CH2:15][CH2:16][CH:11]([NH:10][C:7]2[CH:8]=[CH:9][C:4]([N+:1]([O-:3])=[O:2])=[C:5]([C:18]([F:19])([F:20])[F:21])[CH:6]=2)[CH2:12][CH2:13]1)([CH3:27])([CH3:26])[CH3:25]. The catalyst class is: 1. (3) Reactant: P(Br)(Br)[Br:2].CN([CH:8]=[O:9])C.[CH3:10][C:11]1([CH3:18])[CH2:16][CH2:15][C:14](=O)[CH2:13][CH2:12]1. Product: [Br:2][C:14]1[CH2:15][CH2:16][C:11]([CH3:18])([CH3:10])[CH2:12][C:13]=1[CH:8]=[O:9]. The catalyst class is: 2.